Dataset: Peptide-MHC class I binding affinity with 185,985 pairs from IEDB/IMGT. Task: Regression. Given a peptide amino acid sequence and an MHC pseudo amino acid sequence, predict their binding affinity value. This is MHC class I binding data. (1) The peptide sequence is HTPEHHPPHL. The MHC is Mamu-A01 with pseudo-sequence Mamu-A01. The binding affinity (normalized) is 0.618. (2) The peptide sequence is HTLWKAGILY. The MHC is Mamu-A02 with pseudo-sequence Mamu-A02. The binding affinity (normalized) is 0.740. (3) The peptide sequence is SLDSLVHLL. The MHC is HLA-A02:01 with pseudo-sequence HLA-A02:01. The binding affinity (normalized) is 0.889. (4) The peptide sequence is FLDDASNSA. The binding affinity (normalized) is 0.0847. The MHC is HLA-A03:01 with pseudo-sequence HLA-A03:01. (5) The peptide sequence is ARNENMETM. The MHC is H-2-Db with pseudo-sequence H-2-Db. The binding affinity (normalized) is 0.233. (6) The MHC is HLA-B53:01 with pseudo-sequence HLA-B53:01. The binding affinity (normalized) is 0.410. The peptide sequence is IPIGMQFDKV.